Task: Predict which catalyst facilitates the given reaction.. Dataset: Catalyst prediction with 721,799 reactions and 888 catalyst types from USPTO Reactant: C([O:3][CH2:4][CH2:5][CH2:6][N:7]1[C:12](=[O:13])[C:11]2[C:14]([CH2:29][C:30]3[CH:35]=[CH:34][C:33]([C:36]([F:39])([F:38])[F:37])=[CH:32][CH:31]=3)=[C:15]([O:18][C:19]3[CH:24]=[CH:23][CH:22]=[C:21]([C:25]([F:28])([F:27])[F:26])[CH:20]=3)[CH:16]=[N:17][C:10]=2[N:9]([CH3:40])[C:8]1=[O:41])=O.O[Li].O. Product: [OH:3][CH2:4][CH2:5][CH2:6][N:7]1[C:12](=[O:13])[C:11]2[C:14]([CH2:29][C:30]3[CH:31]=[CH:32][C:33]([C:36]([F:39])([F:38])[F:37])=[CH:34][CH:35]=3)=[C:15]([O:18][C:19]3[CH:24]=[CH:23][CH:22]=[C:21]([C:25]([F:26])([F:27])[F:28])[CH:20]=3)[CH:16]=[N:17][C:10]=2[N:9]([CH3:40])[C:8]1=[O:41]. The catalyst class is: 1.